This data is from NCI-60 drug combinations with 297,098 pairs across 59 cell lines. The task is: Regression. Given two drug SMILES strings and cell line genomic features, predict the synergy score measuring deviation from expected non-interaction effect. (1) Drug 1: C1CC(=O)NC(=O)C1N2CC3=C(C2=O)C=CC=C3N. Drug 2: C1=NC2=C(N=C(N=C2N1C3C(C(C(O3)CO)O)F)Cl)N. Cell line: HOP-92. Synergy scores: CSS=43.2, Synergy_ZIP=4.04, Synergy_Bliss=3.69, Synergy_Loewe=-6.53, Synergy_HSA=5.55. (2) Drug 1: CC1C(C(CC(O1)OC2CC(CC3=C2C(=C4C(=C3O)C(=O)C5=C(C4=O)C(=CC=C5)OC)O)(C(=O)C)O)N)O.Cl. Drug 2: C(CN)CNCCSP(=O)(O)O. Cell line: OVCAR-5. Synergy scores: CSS=18.1, Synergy_ZIP=-1.61, Synergy_Bliss=2.09, Synergy_Loewe=-90.9, Synergy_HSA=-0.191. (3) Drug 1: C1=CN(C(=O)N=C1N)C2C(C(C(O2)CO)O)O.Cl. Drug 2: COC1=C2C(=CC3=C1OC=C3)C=CC(=O)O2. Cell line: NCI-H522. Synergy scores: CSS=27.8, Synergy_ZIP=0.146, Synergy_Bliss=0.138, Synergy_Loewe=-4.48, Synergy_HSA=1.36. (4) Drug 1: COC1=CC(=CC(=C1O)OC)C2C3C(COC3=O)C(C4=CC5=C(C=C24)OCO5)OC6C(C(C7C(O6)COC(O7)C8=CC=CS8)O)O. Drug 2: CC1=C(C(=O)C2=C(C1=O)N3CC4C(C3(C2COC(=O)N)OC)N4)N. Cell line: EKVX. Synergy scores: CSS=41.9, Synergy_ZIP=3.36, Synergy_Bliss=7.27, Synergy_Loewe=6.96, Synergy_HSA=6.64. (5) Cell line: UACC62. Drug 2: CC1CCC2CC(C(=CC=CC=CC(CC(C(=O)C(C(C(=CC(C(=O)CC(OC(=O)C3CCCCN3C(=O)C(=O)C1(O2)O)C(C)CC4CCC(C(C4)OC)OP(=O)(C)C)C)C)O)OC)C)C)C)OC. Drug 1: C1CC(C1)(C(=O)O)C(=O)O.[NH2-].[NH2-].[Pt+2]. Synergy scores: CSS=34.1, Synergy_ZIP=4.29, Synergy_Bliss=7.98, Synergy_Loewe=7.87, Synergy_HSA=9.72. (6) Drug 1: CNC(=O)C1=NC=CC(=C1)OC2=CC=C(C=C2)NC(=O)NC3=CC(=C(C=C3)Cl)C(F)(F)F. Drug 2: C1C(C(OC1N2C=NC(=NC2=O)N)CO)O. Cell line: SNB-19. Synergy scores: CSS=3.07, Synergy_ZIP=5.29, Synergy_Bliss=1.02, Synergy_Loewe=-10.3, Synergy_HSA=-0.130.